Predict the reactants needed to synthesize the given product. From a dataset of Full USPTO retrosynthesis dataset with 1.9M reactions from patents (1976-2016). The reactants are: [Cl:1][C:2]1[CH:14]=[CH:13][C:5]2[S:6][C:7]([C:10]([OH:12])=O)=[C:8]([CH3:9])[C:4]=2[CH:3]=1.C[O:16][C:17](=[O:38])[CH2:18][CH2:19][C:20]1[CH:25]=[CH:24][C:23]([O:26][C:27]2[CH:32]=[C:31]([CH3:33])[CH:30]=[C:29]([C@H:34]([NH2:36])[CH3:35])[CH:28]=2)=[CH:22][C:21]=1[CH3:37]. Given the product [Cl:1][C:2]1[CH:14]=[CH:13][C:5]2[S:6][C:7]([C:10]([NH:36][C@@H:34]([C:29]3[CH:28]=[C:27]([CH:32]=[C:31]([CH3:33])[CH:30]=3)[O:26][C:23]3[CH:24]=[CH:25][C:20]([CH2:19][CH2:18][C:17]([OH:38])=[O:16])=[C:21]([CH3:37])[CH:22]=3)[CH3:35])=[O:12])=[C:8]([CH3:9])[C:4]=2[CH:3]=1, predict the reactants needed to synthesize it.